Task: Predict the reaction yield, written as a fraction of the theoretical maximum amount of product (1.0 means a 100% yield; for example, 0.34 means a 34% yield).. Dataset: Reaction yield outcomes from USPTO patents with 853,638 reactions The reactants are [Cl:1][C:2]1[C:8]([C:9]([F:12])([F:11])[F:10])=[CH:7][C:5]([NH2:6])=[CH:4][CH:3]=1.[C:13](N1C=CN=C1)(N1C=CN=C1)=[O:14].[NH2:25][C:26]1[CH:41]=[CH:40][C:29]([O:30][C:31]2[CH:36]=[CH:35][N:34]=[C:33]([C:37]([NH2:39])=[O:38])[CH:32]=2)=[CH:28][CH:27]=1.CCOC(C)=O. The catalyst is ClC(Cl)C.C1COCC1. The product is [Cl:1][C:2]1[CH:3]=[CH:4][C:5]([NH:6][C:13]([NH:25][C:26]2[CH:41]=[CH:40][C:29]([O:30][C:31]3[CH:36]=[CH:35][N:34]=[C:33]([C:37](=[O:38])[NH2:39])[CH:32]=3)=[CH:28][CH:27]=2)=[O:14])=[CH:7][C:8]=1[C:9]([F:10])([F:11])[F:12]. The yield is 0.820.